Dataset: Forward reaction prediction with 1.9M reactions from USPTO patents (1976-2016). Task: Predict the product of the given reaction. (1) Given the reactants [Cl:1][C:2]1[N:7]=[CH:6][C:5](CCO)=[C:4]([CH:11]2[O:15][CH2:14][CH2:13][O:12]2)[CH:3]=1.C(O)=O.O, predict the reaction product. The product is: [Cl:1][C:2]1[N:7]=[CH:6][C:5]2[CH2:13][CH2:14][O:15][CH:11]([OH:12])[C:4]=2[CH:3]=1. (2) The product is: [CH:11]1([NH:14][CH2:4][C:3]2[CH:6]=[CH:7][C:8]([Cl:10])=[CH:9][C:2]=2[Cl:1])[CH2:13][CH2:12]1. Given the reactants [Cl:1][C:2]1[CH:9]=[C:8]([Cl:10])[CH:7]=[CH:6][C:3]=1[CH:4]=O.[CH:11]1([NH2:14])[CH2:13][CH2:12]1.[BH4-].[Na+], predict the reaction product.